This data is from Experimentally validated miRNA-target interactions with 360,000+ pairs, plus equal number of negative samples. The task is: Binary Classification. Given a miRNA mature sequence and a target amino acid sequence, predict their likelihood of interaction. The miRNA is hsa-miR-1297 with sequence UUCAAGUAAUUCAGGUG. The protein sequence of the target gene is MTSKPHSDWIPYSVLDDEGRNLRQQKLDRQRALLEQKQKKKRQEPLMVQANADGRPRSRRARQSEEQAPLVESYLSSSGSTSYQVQEADSLASVQLGATRPTAPASAKRTKAAATAGGQGGAARKEKKGKHKGTSGPAALAEDKSEAQGPVQILTVGQSDHAQDAGETAAGGGERPSGQDLRATMQRKGISSSMSFDEDEEDEEENSSSSSQLNSNTRPSSATSRKSVREAASAPSPTAPEQPVDVEVQDLEEFALRPAPQGITIKCRITRDKKGMDRGMYPTYFLHLDREDGKKVFLLA.... Result: 1 (interaction).